Dataset: Full USPTO retrosynthesis dataset with 1.9M reactions from patents (1976-2016). Task: Predict the reactants needed to synthesize the given product. Given the product [Br:2][C:3]1[CH:8]=[CH:7][C:6]([C:9]([C:10]([F:13])([F:12])[F:11])=[CH2:15])=[CH:5][CH:4]=1, predict the reactants needed to synthesize it. The reactants are: [Li].[Br:2][C:3]1[CH:8]=[CH:7][C:6]([C:9](=O)[C:10]([F:13])([F:12])[F:11])=[CH:5][CH:4]=1.[CH2:15]1COCC1.